This data is from Full USPTO retrosynthesis dataset with 1.9M reactions from patents (1976-2016). The task is: Predict the reactants needed to synthesize the given product. (1) Given the product [CH3:1][O:2][C:3]1[CH:4]=[C:5]2[C:10](=[CH:11][CH:12]=1)[N:9]([CH2:23][C:24]1[CH:25]=[CH:26][C:27]([O:28][CH2:29][CH2:30][N:31]3[CH2:36][CH2:35][CH2:34][CH2:33][CH2:32]3)=[CH:37][CH:38]=1)[CH:8]([C:13]1[CH:18]=[CH:17][CH:16]=[C:15]([O:19][CH3:20])[CH:14]=1)[CH2:7][CH2:6]2, predict the reactants needed to synthesize it. The reactants are: [CH3:1][O:2][C:3]1[CH:4]=[C:5]2[C:10](=[CH:11][CH:12]=1)[NH:9][CH:8]([C:13]1[CH:18]=[CH:17][CH:16]=[C:15]([O:19][CH3:20])[CH:14]=1)[CH2:7][CH2:6]2.Cl.Cl[CH2:23][C:24]1[CH:38]=[CH:37][C:27]([O:28][CH2:29][CH2:30][N:31]2[CH2:36][CH2:35][CH2:34][CH2:33][CH2:32]2)=[CH:26][CH:25]=1. (2) Given the product [C:1]([NH:4][C:5]1[C:13]([N+:20]([O-:22])=[O:21])=[CH:12][C:8]([C:9]([OH:11])=[O:10])=[C:7]([F:14])[CH:6]=1)(=[O:3])[CH3:2], predict the reactants needed to synthesize it. The reactants are: [C:1]([NH:4][C:5]1[CH:13]=[CH:12][C:8]([C:9]([OH:11])=[O:10])=[C:7]([F:14])[CH:6]=1)(=[O:3])[CH3:2].S(=O)(=O)(O)O.[N+:20]([O-])([OH:22])=[O:21].